Dataset: Full USPTO retrosynthesis dataset with 1.9M reactions from patents (1976-2016). Task: Predict the reactants needed to synthesize the given product. (1) Given the product [C:33]([CH2:32][C:31]([NH:30][CH2:29][C:27]1[N:28]=[C:23]([NH:1][C:2]2[S:3][C:4]([C:10]3[C:11]([F:21])=[CH:12][C:13]([C:17]([OH:20])([CH3:18])[CH3:19])=[CH:14][C:15]=3[F:16])=[CH:5][C:6]=2[C:7]([NH2:9])=[O:8])[CH:24]=[CH:25][CH:26]=1)=[O:35])#[N:34], predict the reactants needed to synthesize it. The reactants are: [NH2:1][C:2]1[S:3][C:4]([C:10]2[C:15]([F:16])=[CH:14][C:13]([C:17]([OH:20])([CH3:19])[CH3:18])=[CH:12][C:11]=2[F:21])=[CH:5][C:6]=1[C:7]([NH2:9])=[O:8].Br[C:23]1[N:28]=[C:27]([CH2:29][NH:30][C:31](=[O:35])[CH2:32][C:33]#[N:34])[CH:26]=[CH:25][CH:24]=1. (2) Given the product [Cl:11][C:3]1[CH:2]=[CH:10][CH:9]=[C:5]([CH:4]=1)[C:6]([C:23]1[N:22]([CH3:27])[C:21]([CH2:28][C:29]([O:31][CH2:32][CH3:33])=[O:30])=[C:20]([C:18]([O:17][CH2:15][CH3:16])=[O:19])[C:24]=1[CH2:25][CH3:26])=[O:7], predict the reactants needed to synthesize it. The reactants are: Cl[C:2]1[CH:10]=[CH:9][C:5]([C:6](Cl)=[O:7])=[CH:4][CH:3]=1.[Cl-:11].[Al+3].[Cl-].[Cl-].[CH2:15]([O:17][C:18]([C:20]1[C:24]([CH2:25][CH3:26])=[CH:23][N:22]([CH3:27])[C:21]=1[CH2:28][C:29]([O:31][CH2:32][CH3:33])=[O:30])=[O:19])[CH3:16]. (3) Given the product [Br:1][C:2]1[CH:15]=[C:14]2[CH2:16][C:11]3[C:12]4[C:13]2=[C:4]([CH2:5][CH2:6][C:7]=4[CH:8]=[C:9]([Br:17])[CH:10]=3)[CH:3]=1, predict the reactants needed to synthesize it. The reactants are: [Br:1][C:2]1[CH:15]=[C:14]2[CH2:16][C:11]3[C:12]4=[C:13]2[C:4](=[CH:5][CH:6]=[C:7]4[CH:8]=[C:9]([Br:17])[CH:10]=3)[CH:3]=1.CC([O-])(C)C.[K+].CS(C)=O.CI. (4) Given the product [CH:33]([OH:38])=[O:34].[C:17]([N:20]1[C:29]2[C:24](=[CH:25][C:26]([C:11]3[CH:12]=[CH:13][C:8]([CH2:7][N:1]4[CH2:6][CH2:5][CH2:4][CH2:3][CH2:2]4)=[CH:9][CH:10]=3)=[CH:27][CH:28]=2)[C@H:23]([CH2:31][NH:32][C:33](=[O:38])[O:34][CH:35]([CH3:36])[CH3:37])[CH2:22][C@@H:21]1[CH3:39])(=[O:19])[CH3:18], predict the reactants needed to synthesize it. The reactants are: [N:1]1([CH2:7][C:8]2[CH:13]=[CH:12][C:11](B(O)O)=[CH:10][CH:9]=2)[CH2:6][CH2:5][CH2:4][CH2:3][CH2:2]1.[C:17]([N:20]1[C:29]2[C:24](=[CH:25][C:26](Br)=[CH:27][CH:28]=2)[C@H:23]([CH2:31][NH:32][C:33](=[O:38])[O:34][CH:35]([CH3:37])[CH3:36])[CH2:22][C@@H:21]1[CH3:39])(=[O:19])[CH3:18].C(=O)([O-])[O-].[K+].[K+].C(O)C. (5) Given the product [Cl:1][C:2]1[CH:10]=[CH:9][CH:8]=[CH:7][C:3]=1[C:4](=[O:5])[C:12]#[N:13], predict the reactants needed to synthesize it. The reactants are: [Cl:1][C:2]1[CH:10]=[CH:9][CH:8]=[CH:7][C:3]=1[C:4](Cl)=[O:5].[Cu][C:12]#[N:13].C(#N)C.